This data is from Forward reaction prediction with 1.9M reactions from USPTO patents (1976-2016). The task is: Predict the product of the given reaction. (1) Given the reactants [CH:1]([C:4]1[N:9]=[C:8]2[S:10][C:11]([C:13]([OH:15])=O)=[CH:12][C:7]2=[CH:6][CH:5]=1)([CH3:3])[CH3:2].[NH2:16][C:17]1[CH:18]=[CH:19][C:20]([O:25][CH2:26][C:27]([CH3:30])([CH3:29])[CH3:28])=[C:21]([CH:24]=1)[C:22]#[N:23], predict the reaction product. The product is: [C:22]([C:21]1[CH:24]=[C:17]([NH:16][C:13]([C:11]2[S:10][C:8]3=[N:9][C:4]([CH:1]([CH3:2])[CH3:3])=[CH:5][CH:6]=[C:7]3[CH:12]=2)=[O:15])[CH:18]=[CH:19][C:20]=1[O:25][CH2:26][C:27]([CH3:29])([CH3:28])[CH3:30])#[N:23]. (2) Given the reactants [CH3:1][C:2]1[CH:3]=[C:4](B(O)O)[CH:5]=[C:6]([CH3:8])[CH:7]=1.Br[C:13]1[C:18]([O:19][CH3:20])=[CH:17][C:16]([C:21]([CH3:28])([CH3:27])[C:22]([O:24][CH2:25][CH3:26])=[O:23])=[CH:15][C:14]=1[O:29][CH3:30].[OH-].[Ba+2].[OH-], predict the reaction product. The product is: [CH3:30][O:29][C:14]1[CH:15]=[C:16]([C:21]([CH3:28])([CH3:27])[C:22]([O:24][CH2:25][CH3:26])=[O:23])[CH:17]=[C:18]([O:19][CH3:20])[C:13]=1[C:4]1[CH:5]=[C:6]([CH3:8])[CH:7]=[C:2]([CH3:1])[CH:3]=1. (3) The product is: [CH3:28][O:27][C:20]1[CH:21]=[CH:22][CH:23]=[C:24]2[C:19]=1[N:18]=[C:17]([O:16][CH2:15][CH2:14][N:11]1[CH2:12][CH2:13][CH:8]([NH:7][C:6]([C:38]3[CH:39]=[CH:40][C:34]4[S:33][CH2:32][C:31](=[O:30])[NH:36][C:35]=4[CH:37]=3)=[O:29])[CH2:9][CH2:10]1)[CH:26]=[N:25]2. Given the reactants C(O[C:6](=[O:29])[NH:7][CH:8]1[CH2:13][CH2:12][N:11]([CH2:14][CH2:15][O:16][C:17]2[CH:26]=[N:25][C:24]3[C:19](=[C:20]([O:27][CH3:28])[CH:21]=[CH:22][CH:23]=3)[N:18]=2)[CH2:10][CH2:9]1)(C)(C)C.[O:30]=[C:31]1[NH:36][C:35]2[CH:37]=[C:38](C(O)=O)[CH:39]=[CH:40][C:34]=2[S:33][CH2:32]1, predict the reaction product. (4) Given the reactants [NH2:1][CH2:2][C:3]1[CH:12]=[CH:11][C:10]2[C:5](=[CH:6][CH:7]=[C:8]([CH2:13][CH2:14][CH:15]([N:17]([CH2:21][CH2:22][CH3:23])[CH2:18][CH2:19][CH3:20])[CH3:16])[CH:9]=2)[CH:4]=1.C(OC)(OC)OC.[NH:31]1[CH:35]=[CH:34][N:33]=[C:32]1[CH:36]=O.[BH4-].[Na+].[Cl-].[NH4+], predict the reaction product. The product is: [NH:31]1[CH:35]=[CH:34][N:33]=[C:32]1[CH2:36][NH:1][CH2:2][C:3]1[CH:12]=[CH:11][C:10]2[C:5](=[CH:6][CH:7]=[C:8]([CH2:13][CH2:14][CH:15]([N:17]([CH2:21][CH2:22][CH3:23])[CH2:18][CH2:19][CH3:20])[CH3:16])[CH:9]=2)[CH:4]=1. (5) Given the reactants Br[C:2]1[CH:7]=[CH:6][C:5]([O:8][CH3:9])=[C:4]([O:10][CH2:11][CH3:12])[CH:3]=1.C([Li])CCC.CCCCCC.[F:24][C:25]1[CH:26]=[C:27]([CH:34]=[CH:35][C:36]=1[O:37][CH3:38])[C:28](N(OC)C)=[O:29], predict the reaction product. The product is: [CH2:11]([O:10][C:4]1[CH:3]=[C:2]([C:28]([C:27]2[CH:34]=[CH:35][C:36]([O:37][CH3:38])=[C:25]([F:24])[CH:26]=2)=[O:29])[CH:7]=[CH:6][C:5]=1[O:8][CH3:9])[CH3:12].